This data is from Full USPTO retrosynthesis dataset with 1.9M reactions from patents (1976-2016). The task is: Predict the reactants needed to synthesize the given product. (1) Given the product [N:8]1[CH:9]=[CH:10][CH:11]=[CH:12][C:7]=1[C:4]1[CH:3]=[N:2][NH:6][C:5]=1[NH2:15], predict the reactants needed to synthesize it. The reactants are: C[N:2](C)[CH:3]=[C:4]([C:7]1[CH:12]=[CH:11][CH:10]=[CH:9][N:8]=1)[C:5]#[N:6].Br.[NH2:15]N. (2) Given the product [ClH:37].[CH2:1]([O:8][C:9]1[CH:14]=[CH:13][N:12]([C:15]2[CH:20]=[CH:19][C:18]3[C:21]4[CH2:27][CH2:26][CH2:25][NH:24][CH2:23][C:22]=4[S:35][C:17]=3[CH:16]=2)[C:11](=[O:36])[CH:10]=1)[C:2]1[CH:3]=[CH:4][CH:5]=[CH:6][CH:7]=1, predict the reactants needed to synthesize it. The reactants are: [CH2:1]([O:8][C:9]1[CH:14]=[CH:13][N:12]([C:15]2[CH:20]=[CH:19][C:18]3[C:21]4[CH2:27][CH2:26][CH2:25][N:24](C(OC(C)(C)C)=O)[CH2:23][C:22]=4[S:35][C:17]=3[CH:16]=2)[C:11](=[O:36])[CH:10]=1)[C:2]1[CH:7]=[CH:6][CH:5]=[CH:4][CH:3]=1.[ClH:37].